From a dataset of Full USPTO retrosynthesis dataset with 1.9M reactions from patents (1976-2016). Predict the reactants needed to synthesize the given product. (1) Given the product [C:1]1([C:7]2[CH:8]=[N:9][N:10]3[CH:15]=[C:14]([C:16]4[CH:17]=[CH:18][C:19]([CH2:22][CH2:23][C:24]([OH:31])=[O:25])=[CH:20][CH:21]=4)[CH:13]=[N:12][C:11]=23)[CH:2]=[CH:3][CH:4]=[CH:5][CH:6]=1, predict the reactants needed to synthesize it. The reactants are: [C:1]1([C:7]2[CH:8]=[N:9][N:10]3[CH:15]=[C:14]([C:16]4[CH:21]=[CH:20][C:19]([CH2:22][CH2:23][CH:24]=[O:25])=[CH:18][CH:17]=4)[CH:13]=[N:12][C:11]=23)[CH:6]=[CH:5][CH:4]=[CH:3][CH:2]=1.CC(CC)=C.[OH:31]P([O-])(O)=O.[Na+].Cl([O-])=O.[Na+]. (2) The reactants are: [NH2:1][CH2:2][CH2:3][NH:4]C(=O)OC(C)(C)C.[N:12]1[CH:17]=[CH:16][C:15]([S:18]([Cl:21])(=[O:20])=[O:19])=[CH:14][CH:13]=1.[ClH:22]. Given the product [ClH:21].[ClH:22].[NH2:1][CH2:2][CH2:3][NH:4][S:18]([C:15]1[CH:16]=[CH:17][N:12]=[CH:13][CH:14]=1)(=[O:20])=[O:19], predict the reactants needed to synthesize it. (3) The reactants are: [CH2:1]([O:8][C:9]1[C:10]([NH2:15])=[N:11][CH:12]=[CH:13][CH:14]=1)[C:2]1[CH:7]=[CH:6][CH:5]=[CH:4][CH:3]=1.[Br:16]Br.[OH-].[Na+]. Given the product [CH2:1]([O:8][C:9]1[C:10]([NH2:15])=[N:11][CH:12]=[C:13]([Br:16])[CH:14]=1)[C:2]1[CH:3]=[CH:4][CH:5]=[CH:6][CH:7]=1, predict the reactants needed to synthesize it. (4) Given the product [F:3][C:4]1[CH:5]=[C:6]([C:11]2[CH:16]=[CH:15][C:14]([C:17]([NH:19][C@H:20]([C:28]([OH:30])=[O:29])[C@@H:21]([CH3:27])[O:22][C:23]([CH3:24])([CH3:25])[CH3:26])=[O:18])=[C:13]([NH:32][C:33]([NH:35][C:36]3[C:37]([CH3:44])=[CH:38][C:39]([CH3:43])=[CH:40][C:41]=3[CH3:42])=[O:34])[CH:12]=2)[CH:7]=[CH:8][C:9]=1[F:10], predict the reactants needed to synthesize it. The reactants are: [Li+].[OH-].[F:3][C:4]1[CH:5]=[C:6]([C:11]2[CH:16]=[CH:15][C:14]([C:17]([NH:19][C@H:20]([C:28]([O:30]C)=[O:29])[C@@H:21]([CH3:27])[O:22][C:23]([CH3:26])([CH3:25])[CH3:24])=[O:18])=[C:13]([NH:32][C:33]([NH:35][C:36]3[C:41]([CH3:42])=[CH:40][C:39]([CH3:43])=[CH:38][C:37]=3[CH3:44])=[O:34])[CH:12]=2)[CH:7]=[CH:8][C:9]=1[F:10]. (5) Given the product [CH3:42][O:45][C:4]1[CH:5]=[C:6]([N:9]2[CH2:15][CH2:14][CH2:13][CH:12]([N:16]3[CH2:20][CH2:19][C@@H:18]([NH:21][C:22](=[O:37])[CH2:23][NH:24][C:25](=[O:36])[C:26]4[CH:31]=[CH:30][CH:29]=[C:28]([C:32]([F:34])([F:33])[F:35])[CH:27]=4)[CH2:17]3)[CH2:11][CH2:10]2)[CH:7]=[CH:8][CH:3]=1, predict the reactants needed to synthesize it. The reactants are: CO[C:3]1[CH:8]=[CH:7][C:6]([N:9]2[CH2:15][CH2:14][CH2:13][CH:12]([N:16]3[CH2:20][CH2:19][C@@H:18]([NH:21][C:22](=[O:37])[CH2:23][NH:24][C:25](=[O:36])[C:26]4[CH:31]=[CH:30][CH:29]=[C:28]([C:32]([F:35])([F:34])[F:33])[CH:27]=4)[CH2:17]3)[CH2:11][CH2:10]2)=[CH:5][CH:4]=1.BrC1C=C[C:42]([O:45]C)=CC=1. (6) Given the product [F:1][C:2]1[CH:7]=[CH:6][CH:5]=[CH:4][C:3]=1[C:8]1[C:17]([CH2:18][N:19]2[C:31]3=[N:30][CH:29]=[N:28][C:27]([NH2:26])=[C:32]3[C:24]([I:23])=[N:25]2)=[CH:16][C:15]2[C:10](=[C:11]([CH3:20])[CH:12]=[CH:13][CH:14]=2)[N:9]=1, predict the reactants needed to synthesize it. The reactants are: [F:1][C:2]1[CH:7]=[CH:6][CH:5]=[CH:4][C:3]=1[C:8]1[C:17]([CH2:18][NH2:19])=[CH:16][C:15]2[C:10](=[C:11]([CH3:20])[CH:12]=[CH:13][CH:14]=2)[N:9]=1.[H-].[Na+].[I:23][C:24]1[C:32]2[C:27](=[N:28][CH:29]=[N:30][C:31]=2N)[NH:26][N:25]=1. (7) Given the product [NH2:11][C:8]1[CH:9]=[C:10]2[C:5]([C:4]([CH3:15])([CH3:14])[C:3](=[O:16])[N:2]2[CH3:1])=[CH:6][CH:7]=1, predict the reactants needed to synthesize it. The reactants are: [CH3:1][N:2]1[C:10]2[C:5](=[CH:6][CH:7]=[C:8]([N+:11]([O-])=O)[CH:9]=2)[C:4]([CH3:15])([CH3:14])[C:3]1=[O:16].[H][H].